From a dataset of Full USPTO retrosynthesis dataset with 1.9M reactions from patents (1976-2016). Predict the reactants needed to synthesize the given product. (1) Given the product [Br:1][C:2]1[C:3]([CH2:12][O:13][CH:14]2[CH:19]([C:20]3[CH:21]=[CH:22][C:23]([O:26][CH2:27][CH2:28][CH2:29][O:30][CH2:31][C:32]4[CH:37]=[CH:36][CH:35]=[CH:34][C:33]=4[O:38][CH3:39])=[CH:24][CH:25]=3)[CH2:18][CH2:17][N:16]([C:40]([O:42][CH2:43][C:44]3[CH:45]=[CH:46][CH:47]=[CH:48][CH:49]=3)=[O:41])[CH2:15]2)=[CH:4][CH:5]=[C:6]2[C:10]=1[N:9]([CH2:53][C:54]#[N:55])[CH:8]=[C:7]2[CH3:11], predict the reactants needed to synthesize it. The reactants are: [Br:1][C:2]1[C:3]([CH2:12][O:13][CH:14]2[CH:19]([C:20]3[CH:25]=[CH:24][C:23]([O:26][CH2:27][CH2:28][CH2:29][O:30][CH2:31][C:32]4[CH:37]=[CH:36][CH:35]=[CH:34][C:33]=4[O:38][CH3:39])=[CH:22][CH:21]=3)[CH2:18][CH2:17][N:16]([C:40]([O:42][CH2:43][C:44]3[CH:49]=[CH:48][CH:47]=[CH:46][CH:45]=3)=[O:41])[CH2:15]2)=[CH:4][CH:5]=[C:6]2[C:10]=1[NH:9][CH:8]=[C:7]2[CH3:11].[H-].[Na+].Cl[CH2:53][C:54]#[N:55].[Cl-].[NH4+]. (2) Given the product [C:41]([NH:1][C:2]1[CH:3]=[CH:4][C:5]([C:6]([NH:8][C@H:9]2[CH2:14][CH2:13][CH2:12][C@@H:11]([NH:15][C:16]3[N:21]=[C:20]([C:22]4[C:30]5[C:25](=[CH:26][CH:27]=[CH:28][CH:29]=5)[NH:24][N:23]=4)[C:19]([Cl:31])=[CH:18][N:17]=3)[CH2:10]2)=[O:7])=[CH:32][CH:33]=1)(=[O:44])[CH:42]=[CH2:43], predict the reactants needed to synthesize it. The reactants are: [NH2:1][C:2]1[CH:33]=[CH:32][C:5]([C:6]([NH:8][C@H:9]2[CH2:14][CH2:13][CH2:12][C@@H:11]([NH:15][C:16]3[N:21]=[C:20]([C:22]4[C:30]5[C:25](=[CH:26][CH:27]=[CH:28][CH:29]=5)[NH:24][N:23]=4)[C:19]([Cl:31])=[CH:18][N:17]=3)[CH2:10]2)=[O:7])=[CH:4][CH:3]=1.CCN(CC)CC.[C:41](Cl)(=[O:44])[CH:42]=[CH2:43].CO. (3) Given the product [NH2:21][C:17]1[CH:16]=[C:15]2[C:20](=[CH:19][CH:18]=1)[N:8]([CH2:1][C:2]1[CH:3]=[CH:4][CH:5]=[CH:6][CH:7]=1)[C:9]1[CH:10]=[C:11]([C:37]3[C:38]([CH3:43])=[N:39][O:40][C:41]=3[CH3:42])[CH:12]=[C:13]([C:34]([NH2:35])=[O:36])[C:14]2=1, predict the reactants needed to synthesize it. The reactants are: [CH2:1]([N:8]1[C:20]2[CH:19]=[CH:18][C:17]([NH:21]C(=O)OCC3C=CC(OC)=CC=3)=[CH:16][C:15]=2[C:14]2[C:9]1=[CH:10][C:11]([C:37]1[C:38]([CH3:43])=[N:39][O:40][C:41]=1[CH3:42])=[CH:12][C:13]=2[C:34](=[O:36])[NH2:35])[C:2]1[CH:7]=[CH:6][CH:5]=[CH:4][CH:3]=1.C1(OC)C=CC=CC=1.C(O)(C(F)(F)F)=O. (4) Given the product [CH3:1][N:2]1[CH:6]=[C:5]([C:7]2[N:8]=[N:12][NH:13][N:14]=2)[CH:4]=[N:3]1, predict the reactants needed to synthesize it. The reactants are: [CH3:1][N:2]1[CH:6]=[C:5]([CH:7]=[N:8]O)[CH:4]=[N:3]1.[Cl-].[NH4+].[N-:12]=[N+:13]=[N-:14].[Na+].Cl. (5) Given the product [CH2:9]([C:10]([OH:14])([C:11]([OH:13])=[O:12])[CH2:17][C:16](=[N:25][OH:1])[C:15]([OH:23])=[O:22])[C:3]1[CH:8]=[CH:7][CH:6]=[CH:5][CH:4]=1, predict the reactants needed to synthesize it. The reactants are: [OH-:1].[K+].[C:3]1([CH2:9][C:10](=[O:14])[C:11]([OH:13])=[O:12])[CH:8]=[CH:7][CH:6]=[CH:5][CH:4]=1.[C:15]([OH:23])(=[O:22])[CH2:16][C:17](C(O)=O)=O.Cl.[NH2:25]O.Cl. (6) Given the product [NH2:33][CH2:32][C:31]1[CH:30]=[C:29]([CH:43]=[CH:42][CH:41]=1)[CH2:28][N:12]([CH2:13][C:14]1[CH:15]=[CH:16][C:17]([O:20][C:21]2[CH:26]=[CH:25][C:24]([F:27])=[CH:23][CH:22]=2)=[CH:18][CH:19]=1)[S:9]([C:4]1[CH:5]=[C:6]([Cl:8])[CH:7]=[C:2]([Cl:1])[C:3]=1[OH:44])(=[O:10])=[O:11], predict the reactants needed to synthesize it. The reactants are: [Cl:1][C:2]1[C:3]([OH:44])=[C:4]([S:9]([N:12]([CH2:28][C:29]2[CH:30]=[C:31]([CH:41]=[CH:42][CH:43]=2)[CH2:32][NH:33]C(=O)OC(C)(C)C)[CH2:13][C:14]2[CH:19]=[CH:18][C:17]([O:20][C:21]3[CH:26]=[CH:25][C:24]([F:27])=[CH:23][CH:22]=3)=[CH:16][CH:15]=2)(=[O:11])=[O:10])[CH:5]=[C:6]([Cl:8])[CH:7]=1.C(O)(C(F)(F)F)=O.